This data is from NCI-60 drug combinations with 297,098 pairs across 59 cell lines. The task is: Regression. Given two drug SMILES strings and cell line genomic features, predict the synergy score measuring deviation from expected non-interaction effect. (1) Drug 1: C1=NC2=C(N=C(N=C2N1C3C(C(C(O3)CO)O)O)F)N. Drug 2: C(CC(=O)O)C(=O)CN.Cl. Cell line: MDA-MB-231. Synergy scores: CSS=11.9, Synergy_ZIP=-5.07, Synergy_Bliss=-2.86, Synergy_Loewe=-1.78, Synergy_HSA=-1.70. (2) Drug 1: CC1=C(C(=CC=C1)Cl)NC(=O)C2=CN=C(S2)NC3=CC(=NC(=N3)C)N4CCN(CC4)CCO. Drug 2: C1=NNC2=C1C(=O)NC=N2. Cell line: HCC-2998. Synergy scores: CSS=-0.553, Synergy_ZIP=-0.676, Synergy_Bliss=-4.65, Synergy_Loewe=-1.70, Synergy_HSA=-4.62.